From a dataset of Full USPTO retrosynthesis dataset with 1.9M reactions from patents (1976-2016). Predict the reactants needed to synthesize the given product. (1) Given the product [CH3:1][O:2][C:3]1[CH:22]=[CH:21][C:6]([CH2:7][N:8]2[CH:12]=[C:11]([C:13]3[CH:18]=[CH:17][N:16]=[C:15]([O:41][C:39]4[C:38]([CH3:42])=[CH:37][C:36]([F:43])=[C:35]([NH2:34])[CH:40]=4)[N:14]=3)[CH:10]=[N:9]2)=[CH:5][CH:4]=1, predict the reactants needed to synthesize it. The reactants are: [CH3:1][O:2][C:3]1[CH:22]=[CH:21][C:6]([CH2:7][N:8]2[CH:12]=[C:11]([C:13]3[CH:18]=[CH:17][N:16]=[C:15](SC)[N:14]=3)[CH:10]=[N:9]2)=[CH:5][CH:4]=1.C1C=C(Cl)C=C(C(OO)=O)C=1.[NH2:34][C:35]1[C:36]([F:43])=[CH:37][C:38]([CH3:42])=[C:39]([OH:41])[CH:40]=1.C([O-])([O-])=O.[K+].[K+]. (2) The reactants are: C[N+]1([O-])[CH2:7][CH2:6][O:5]CC1.[Br:9][C:10]1[CH:15]=[CH:14]C(CBr)=[C:12]([I:18])[CH:11]=1. Given the product [Br:9][C:10]1[CH:15]=[CH:14][C:7]([CH:6]=[O:5])=[C:12]([I:18])[CH:11]=1, predict the reactants needed to synthesize it. (3) Given the product [N:20]1[C:21]2[CH:12]([NH2:11])[CH2:13][CH2:14][CH2:15][C:16]=2[CH:17]=[CH:18][CH:19]=1, predict the reactants needed to synthesize it. The reactants are: COC1C=CC([C@@H]([N:11](CCC)[C@@H:12]2[C:21]3[N:20]=[CH:19][CH:18]=[CH:17][C:16]=3[CH2:15][CH2:14][CH2:13]2)C)=CC=1. (4) Given the product [Si:5]([CH2:4][CH2:3][CH2:2][NH:1][C:19]([NH:18][CH2:17][CH2:16][S:23][CH3:21])=[O:20])([O:12][CH2:13][CH3:14])([O:6][CH2:7][CH3:8])[O:9][CH2:10][CH3:11], predict the reactants needed to synthesize it. The reactants are: [NH2:1][CH2:2][CH2:3][CH2:4][Si:5]([O:12][CH2:13][CH3:14])([O:9][CH2:10][CH3:11])[O:6][CH2:7][CH3:8].Cl[CH2:16][CH2:17][N:18]=[C:19]=[O:20].[C:21]([O-])(=[S:23])C.[K+]. (5) Given the product [C:1]([O:5][C:6]([N:8]1[CH2:13][CH2:12][CH:11]([O:14][C:15]2[N:16]=[N:17][C:18]([CH2:35][CH2:36][CH2:37][CH3:38])=[C:19]([C:21]3[CH:26]=[CH:25][C:24]([O:27][CH:28]4[CH2:33][CH2:32][CH2:31][CH2:30][CH2:29]4)=[C:23]([C:44]4[O:45][CH:46]=[CH:47][N:48]=4)[CH:22]=3)[CH:20]=2)[CH2:10][CH2:9]1)=[O:7])([CH3:4])([CH3:3])[CH3:2], predict the reactants needed to synthesize it. The reactants are: [C:1]([O:5][C:6]([N:8]1[CH2:13][CH2:12][CH:11]([O:14][C:15]2[N:16]=[N:17][C:18]([CH2:35][CH2:36][CH2:37][CH3:38])=[C:19]([C:21]3[CH:26]=[CH:25][C:24]([O:27][CH:28]4[CH2:33][CH2:32][CH2:31][CH2:30][CH2:29]4)=[C:23](Br)[CH:22]=3)[CH:20]=2)[CH2:10][CH2:9]1)=[O:7])([CH3:4])([CH3:3])[CH3:2].C([Sn](CCCC)(CCCC)[C:44]1[O:45][CH:46]=[CH:47][N:48]=1)CCC.[F-].[K+]. (6) Given the product [CH3:15][O:14][C:11]1[CH:10]=[CH:9][C:8]([C:7]([O:22][CH2:23][C:24]2[CH:25]=[C:26]([CH:31]=[CH:32][CH:33]=2)[CH2:27][NH:28][C:29]([NH:36][CH2:37][C:38]2[CH:43]=[CH:42][CH:41]=[C:40]([CH2:44][O:45][Si:46]([C:49]([CH3:52])([CH3:51])[CH3:50])([CH3:47])[CH3:48])[N:39]=2)=[S:30])([C:16]2[CH:21]=[CH:20][CH:19]=[CH:18][CH:17]=2)[C:6]2[CH:5]=[CH:4][C:3]([O:2][CH3:1])=[CH:35][CH:34]=2)=[CH:13][CH:12]=1, predict the reactants needed to synthesize it. The reactants are: [CH3:1][O:2][C:3]1[CH:35]=[CH:34][C:6]([C:7]([O:22][CH2:23][C:24]2[CH:25]=[C:26]([CH:31]=[CH:32][CH:33]=2)[CH2:27][N:28]=[C:29]=[S:30])([C:16]2[CH:21]=[CH:20][CH:19]=[CH:18][CH:17]=2)[C:8]2[CH:13]=[CH:12][C:11]([O:14][CH3:15])=[CH:10][CH:9]=2)=[CH:5][CH:4]=1.[NH2:36][CH2:37][C:38]1[CH:43]=[CH:42][CH:41]=[C:40]([CH2:44][O:45][Si:46]([C:49]([CH3:52])([CH3:51])[CH3:50])([CH3:48])[CH3:47])[N:39]=1.